From a dataset of TCR-epitope binding with 47,182 pairs between 192 epitopes and 23,139 TCRs. Binary Classification. Given a T-cell receptor sequence (or CDR3 region) and an epitope sequence, predict whether binding occurs between them. (1) The epitope is TLIGDCATV. The TCR CDR3 sequence is CASSSRPGSYNEQFF. Result: 1 (the TCR binds to the epitope). (2) The epitope is FVDGVPFVV. The TCR CDR3 sequence is CASSPAGGTDTQYF. Result: 0 (the TCR does not bind to the epitope). (3) The epitope is LLSAGIFGA. The TCR CDR3 sequence is CSVGTNEQFF. Result: 0 (the TCR does not bind to the epitope). (4) The epitope is RLRAEAQVK. Result: 1 (the TCR binds to the epitope). The TCR CDR3 sequence is CASSPGTGSTEAFF. (5) The TCR CDR3 sequence is CASSQDVSTNYGYTF. The epitope is IIKDYGKQM. Result: 0 (the TCR does not bind to the epitope). (6) The epitope is GLIYNRMGAVTTEV. The TCR CDR3 sequence is CASSFGTSGHEQYF. Result: 0 (the TCR does not bind to the epitope). (7) The epitope is FLYALALLL. The TCR CDR3 sequence is CASSYTDNGNTIYF. Result: 0 (the TCR does not bind to the epitope).